This data is from Reaction yield outcomes from USPTO patents with 853,638 reactions. The task is: Predict the reaction yield, written as a fraction of the theoretical maximum amount of product (1.0 means a 100% yield; for example, 0.34 means a 34% yield). (1) The reactants are [F:1][C:2]1[CH:7]=[CH:6][CH:5]=[C:4]([O:8][C:9]2[CH:14]=[CH:13][C:12]([N+:15]([O-])=O)=[CH:11][CH:10]=2)[C:3]=1[F:18].O.NN. The catalyst is CO.[Ni]. The product is [F:18][C:3]1[C:2]([F:1])=[CH:7][CH:6]=[CH:5][C:4]=1[O:8][C:9]1[CH:10]=[CH:11][C:12]([NH2:15])=[CH:13][CH:14]=1. The yield is 0.870. (2) The product is [Cl:47][C:38]1[C:39]([C:43]([F:44])([F:45])[F:46])=[CH:40][CH:41]=[CH:42][C:37]=1[CH2:36][N:35]([CH2:34][CH:33]([C:48]1[CH:53]=[CH:52][CH:51]=[CH:50][CH:49]=1)[C:27]1[CH:32]=[CH:31][CH:30]=[CH:29][CH:28]=1)[CH2:14][CH2:13][CH2:12][CH2:11][C:7]1[CH:6]=[C:5]([CH2:4][C:3]([OH:2])=[O:26])[CH:10]=[CH:9][CH:8]=1. The yield is 0.310. The catalyst is C(#N)C.O. The reactants are C[O:2][C:3](=[O:26])[CH2:4][C:5]1[CH:10]=[CH:9][CH:8]=[C:7]([CH2:11][CH2:12][CH2:13][CH2:14]OS(C2C=CC(C)=CC=2)(=O)=O)[CH:6]=1.[C:27]1([CH:33]([C:48]2[CH:53]=[CH:52][CH:51]=[CH:50][CH:49]=2)[CH2:34][NH:35][CH2:36][C:37]2[CH:42]=[CH:41][CH:40]=[C:39]([C:43]([F:46])([F:45])[F:44])[C:38]=2[Cl:47])[CH:32]=[CH:31][CH:30]=[CH:29][CH:28]=1.C(=O)([O-])[O-].[K+].[K+].